Dataset: Reaction yield outcomes from USPTO patents with 853,638 reactions. Task: Predict the reaction yield, written as a fraction of the theoretical maximum amount of product (1.0 means a 100% yield; for example, 0.34 means a 34% yield). The product is [Cl:9][C:10]1[CH:18]=[CH:17][C:13]([C:14]([O:5][CH2:4][C@@H:3]([N:6]([CH3:7])[C:19](=[O:22])[C:13]2[CH:17]=[CH:18][C:10]([Cl:9])=[CH:11][CH:12]=2)[CH:2]([CH3:8])[CH3:1])=[O:15])=[CH:12][CH:11]=1. The catalyst is C(Cl)Cl. The reactants are [CH3:1][CH:2]([CH3:8])[C@H:3]([NH:6][CH3:7])[CH2:4][OH:5].[Cl:9][C:10]1[CH:18]=[CH:17][C:13]([C:14](Cl)=[O:15])=[CH:12][CH:11]=1.[C:19]([O-:22])([O-])=O.[Na+].[Na+]. The yield is 0.980.